The task is: Regression. Given a peptide amino acid sequence and an MHC pseudo amino acid sequence, predict their binding affinity value. This is MHC class II binding data.. This data is from Peptide-MHC class II binding affinity with 134,281 pairs from IEDB. (1) The peptide sequence is WGNGCGLFGKGSIVA. The MHC is DRB1_1501 with pseudo-sequence DRB1_1501. The binding affinity (normalized) is 0.0938. (2) The peptide sequence is MYGIFQSTFLGASQR. The MHC is HLA-DQA10201-DQB10301 with pseudo-sequence HLA-DQA10201-DQB10301. The binding affinity (normalized) is 0.750. (3) The peptide sequence is SGTVDFDEFMEMMTG. The MHC is DRB5_0101 with pseudo-sequence DRB5_0101. The binding affinity (normalized) is 0.0582. (4) The peptide sequence is EEIITLNSYGSFQEF. The MHC is H-2-IAb with pseudo-sequence H-2-IAb. The binding affinity (normalized) is 0. (5) The peptide sequence is WNTDIKTLKFDALSG. The MHC is HLA-DQA10201-DQB10402 with pseudo-sequence HLA-DQA10201-DQB10402. The binding affinity (normalized) is 0.339. (6) The peptide sequence is SVVVQDPKNVYQRGTHHHHHH. The MHC is DRB3_0101 with pseudo-sequence DRB3_0101. The binding affinity (normalized) is 0.358. (7) The peptide sequence is QPSKGWNDWENVPFC. The MHC is DRB4_0103 with pseudo-sequence DRB4_0103. The binding affinity (normalized) is 0.423.